Dataset: Retrosynthesis with 50K atom-mapped reactions and 10 reaction types from USPTO. Task: Predict the reactants needed to synthesize the given product. (1) Given the product COCCOCCOc1cc(C(=O)Nc2nc3c(OC)ccc(N4CCOCC4)c3s2)ccn1, predict the reactants needed to synthesize it. The reactants are: COCCOCCO.COc1ccc(N2CCOCC2)c2sc(NC(=O)c3ccnc(Cl)c3)nc12. (2) The reactants are: CO[C@H]1CCN(c2c(C(C)Nc3ncnc4[nH]cnc34)cc(Cl)c3cncn23)C1. Given the product CC(Nc1ncnc2[nH]cnc12)c1cc(Cl)c2cncn2c1N1CC[C@H](O)C1, predict the reactants needed to synthesize it. (3) Given the product Nc1ccc(N2CCCC2)nc1, predict the reactants needed to synthesize it. The reactants are: O=[N+]([O-])c1ccc(N2CCCC2)nc1.